Dataset: Forward reaction prediction with 1.9M reactions from USPTO patents (1976-2016). Task: Predict the product of the given reaction. Given the reactants [Cl:1][C:2]1[CH:3]2[S:31][C:30]([S:32][CH3:33])=[N:29][CH:4]2[CH:5]=[C:6]2[C:11]=1[N:10]=[C:9]([C:12]1[N:13]([C:21]3[C:26]([Cl:27])=[CH:25][CH:24]=[CH:23][N:22]=3)[N:14]=[C:15]([C:17]([F:20])([F:19])[F:18])[CH:16]=1)[O:8][C:7]2=[O:28].[CH:34]1([CH2:37][NH2:38])[CH2:36][CH2:35]1, predict the reaction product. The product is: [CH:34]1([CH2:37][NH:38][C:7]([C:6]2[C:11]([NH:10][C:9]([C:12]3[N:13]([C:21]4[C:26]([Cl:27])=[CH:25][CH:24]=[CH:23][N:22]=4)[N:14]=[C:15]([C:17]([F:18])([F:20])[F:19])[CH:16]=3)=[O:8])=[C:2]([Cl:1])[CH:3]3[S:31][C:30]([S:32][CH3:33])=[N:29][CH:4]3[CH:5]=2)=[O:28])[CH2:36][CH2:35]1.